Dataset: Reaction yield outcomes from USPTO patents with 853,638 reactions. Task: Predict the reaction yield, written as a fraction of the theoretical maximum amount of product (1.0 means a 100% yield; for example, 0.34 means a 34% yield). (1) The reactants are Cl[C:2]1[C:7]([F:8])=[C:6](Cl)[C:5]([F:10])=[C:4](Cl)[C:3]=1[F:12].C([O-])(=O)C.[Na+]. The catalyst is [Pd].O. The product is [F:8][C:7]1[CH:2]=[C:3]([F:12])[CH:4]=[C:5]([F:10])[CH:6]=1. The yield is 0.882. (2) The reactants are P(Cl)(Cl)([Cl:3])=O.[CH3:6][O:7][C:8]([C:10]1[CH:11]=[C:12]2[C:17](=[CH:18][CH:19]=1)[N+:16]([O-])=[CH:15][CH:14]=[CH:13]2)=[O:9]. The product is [CH3:6][O:7][C:8]([C:10]1[CH:11]=[C:12]2[C:17](=[CH:18][CH:19]=1)[N:16]=[C:15]([Cl:3])[CH:14]=[CH:13]2)=[O:9]. The yield is 0.280. The catalyst is C(OCC)(=O)C. (3) The reactants are [Cl:1][C:2]1[CH:3]=[CH:4][C:5]([O:26][CH3:27])=[C:6]([C:8]2[N:13]=[C:12]([NH:14]C(=O)C)[CH:11]=[C:10]([NH:18][C:19]3[CH:24]=[CH:23][C:22]([CH3:25])=[CH:21][CH:20]=3)[CH:9]=2)[CH:7]=1.NN. The catalyst is C(O)C. The product is [Cl:1][C:2]1[CH:3]=[CH:4][C:5]([O:26][CH3:27])=[C:6]([C:8]2[N:13]=[C:12]([NH2:14])[CH:11]=[C:10]([NH:18][C:19]3[CH:24]=[CH:23][C:22]([CH3:25])=[CH:21][CH:20]=3)[CH:9]=2)[CH:7]=1. The yield is 0.450. (4) The reactants are [Cl:1][C:2]1[CH:3]=[C:4](OCC)[C:5]2[N:6]([C:8]([C:11]3[CH:15]=[CH:14][S:13][CH:12]=3)=[CH:9][N:10]=2)[N:7]=1.[NH2:19][C:20]1[CH:25]=[CH:24][CH:23]=[CH:22][CH:21]=1.[Li+].C[Si]([N-][Si](C)(C)C)(C)C. No catalyst specified. The product is [Cl:1][C:2]1[CH:3]=[C:4]([NH:19][C:20]2[CH:25]=[CH:24][CH:23]=[CH:22][CH:21]=2)[C:5]2[N:6]([C:8]([C:11]3[CH:15]=[CH:14][S:13][CH:12]=3)=[CH:9][N:10]=2)[N:7]=1. The yield is 0.750. (5) The reactants are [F:1][C:2]([F:7])([F:6])[C:3]([OH:5])=[O:4].[C:8]([C:11]1[CH:29]=[CH:28][C:14]([O:15][C:16]([C:18]2[S:22][C:21]([CH2:23][CH2:24][C:25]([OH:27])=O)=[CH:20][CH:19]=2)=[O:17])=[C:13]([F:30])[CH:12]=1)(=[NH:10])[NH2:9]. The catalyst is S(Cl)(Cl)=O. The product is [F:1][C:2]([F:7])([F:6])[C:3]([OH:5])=[O:4].[F:1][C:2]([F:7])([F:6])[C:3]([OH:5])=[O:4].[C:8]([C:11]1[CH:29]=[CH:28][C:14]([O:15][C:16]([C:18]2[S:22][C:21]([CH2:23][CH2:24][C:25]([N:9]([CH2:8][CH:11]=[CH2:12])[CH2:2][C:3]([OH:5])=[O:4])=[O:27])=[CH:20][CH:19]=2)=[O:17])=[C:13]([F:30])[CH:12]=1)(=[NH:10])[NH2:9]. The yield is 0.00100. (6) The reactants are F[C:2]1[CH:7]=[CH:6][C:5]([N+:8]([O-:10])=[O:9])=[CH:4][CH:3]=1.[C:11]([NH2:15])([CH3:14])([CH3:13])[CH3:12].O. The catalyst is CS(C)=O. The product is [C:11]([NH:15][C:2]1[CH:7]=[CH:6][C:5]([N+:8]([O-:10])=[O:9])=[CH:4][CH:3]=1)([CH3:14])([CH3:13])[CH3:12]. The yield is 0.730. (7) The yield is 0.780. The catalyst is CO. The reactants are [OH:1][C@H:2]1[C:11](=[O:12])[C:10]2[CH:9]=[CH:8][N:7]3[C:13]([CH3:19])=[C:14]([CH2:16][O:17][CH3:18])[N:15]=[C:6]3[C:5]=2[NH:4][C@@H:3]1[C:20]1[CH:25]=[CH:24][CH:23]=[CH:22][CH:21]=1.[BH4-].[Na+].[Cl-].[NH4+]. The product is [OH:12][C@@H:11]1[C:10]2[CH:9]=[CH:8][N:7]3[C:13]([CH3:19])=[C:14]([CH2:16][O:17][CH3:18])[N:15]=[C:6]3[C:5]=2[NH:4][C@H:3]([C:20]2[CH:21]=[CH:22][CH:23]=[CH:24][CH:25]=2)[C@H:2]1[OH:1]. (8) The reactants are Br[C:2]1[N:3]=[C:4]2[C:10]([C:11](=[O:16])[C:12]([CH3:15])([CH3:14])[CH3:13])=[CH:9][NH:8][C:5]2=[N:6][CH:7]=1.[Cl:17][C:18]1[CH:23]=[C:22](B(O)O)[CH:21]=[CH:20][N:19]=1.C(=O)([O-])[O-].[K+].[K+].C(Cl)Cl. The catalyst is C1C=CC(P(C2C=CC=CC=2)[C-]2C=CC=C2)=CC=1.C1C=CC(P(C2C=CC=CC=2)[C-]2C=CC=C2)=CC=1.Cl[Pd]Cl.[Fe+2].O.O1CCOCC1. The product is [Cl:17][C:18]1[CH:23]=[C:22]([C:2]2[N:3]=[C:4]3[C:10]([C:11](=[O:16])[C:12]([CH3:15])([CH3:14])[CH3:13])=[CH:9][NH:8][C:5]3=[N:6][CH:7]=2)[CH:21]=[CH:20][N:19]=1. The yield is 0.320.